Task: Binary Classification. Given a miRNA mature sequence and a target amino acid sequence, predict their likelihood of interaction.. Dataset: Experimentally validated miRNA-target interactions with 360,000+ pairs, plus equal number of negative samples (1) The miRNA is mmu-miR-350-3p with sequence UUCACAAAGCCCAUACACUUUC. The protein sequence of the target gene is MNVNQVAENLALSHQEELVDLPKNYPLSENEDEGDSDGERKHQKLLEAIISLDGKNRRKLAERSEASLKVSEFSVSSEGSGEKLGLADLLEPVKTSSSLATVKKQLNRVKSKKVVELPLNKEKIEQIHREVAFSKTSQVLSKWDPIILKNQQAEQLVFPLGKEQPAIAPIEHALSGWKARTPLEQEIFNLLHKNKQPVTDPLLTPMEKASLQAMSLEEAKMHRAELQRARALQSYYEAKARKEKKIKSKKYHKVVKKGKAKKALKEFEQLQKVNPTVALEEMEKIENARMMERMSLKHQN.... Result: 0 (no interaction). (2) The miRNA is mmu-miR-665-3p with sequence ACCAGGAGGCUGAGGUCCCU. The protein sequence of the target gene is MGPWGEPELLVWRPEAVASEPSVPVGLEVKLGALVLLLLLTLICSLVPVCVLRRSGANHEASASGQKALSLVSCFAGGVFLATCLLDLLPDYLAAIDEALEALHVTLQFPLQEFILAMGFFLVLVMEQITLAYKEQTSPPHPEETRALLGTVNGGPQHWHDGPGIPQAGGTPAAPSALRACVLVFSLALHSVFEGLAVGLQRDRARAMELCLALLLHKGILAVSLSLRLLQSHLRVQVVAGCGILFSCMTPLGIGLGAALAESAGPLHQLAQSVLEGMAAGTFLYITFLEILPQELATSE.... Result: 1 (interaction). (3) The miRNA is hsa-miR-183-5p with sequence UAUGGCACUGGUAGAAUUCACU. The protein sequence of the target gene is MHQLFRLVLGQKDLSKAGDLFSLDDAEIEDSLTEALEQIKVISSSLDYQTNNNDQAVVEICITRITTAIRETESIEKHARALVGLWDSCLEHNLRPAGKDEDTPHAKIASDIMSCILQNYNRTPVMVLAVPIAVKFLHRGSKELCRNMSNYLSLAAITKADLLADHTEGIIKSILQGNAMLLRVLPAVYEKQPQPINRHLAELLALMSQLEQTEQYHLLRLLHVAAKRKDVEVVQKCVPFLIRNLKDSTYNDIILNILIEIAGHEPLALNSFLPMLKEIAEQFPYLTGQMARIFGAVGHV.... Result: 0 (no interaction). (4) The miRNA is hsa-miR-4436a with sequence GCAGGACAGGCAGAAGUGGAU. The protein sequence of the target gene is MQDEIIDFFRSPALLFYMTLMLTICVVNGSQQVGEVVETEFHAYRLHQYEISGNIYGCKNYRVSYEAVSLGARTLRRTMVTTWRDLLTTDVDDMWALSTGAVLIFIPDNLDELNDIDRKAFIDLEAKLLSAKTDLAVYVAPFNDDAVSILHDVNTRSEKAPTALQHLLQSLSGNTISITSSDQSPELPPSYKPLNIVGRLSSGDRAAPTIAFVAHYDTQSAVPGVSPGADSNGSGIVALLELLAVLSKFYDSPSTRPPYNILFIWTAAGKLNYQGTRHWIDEYQKGFDSADYAKSGLSRK.... Result: 0 (no interaction). (5) The miRNA is hsa-miR-6769b-5p with sequence UGGUGGGUGGGGAGGAGAAGUGC. The protein sequence of the target gene is MALPFRKDLEKYKDLDEDELLGNLSETELKQLETVLDDLDPENALLPAGFRQKNQTSKSTTGPFDREHLLSYLEKEALEHKDREDYVPYTGEKKGKIFIPKQKPVQTFTEEKVSLDPELEEALTSASDTELCDLAAILGMHNLITNTKFCNIMGSSNGVDQEHFSNVVKGEKILPVFDEPPNPTNVEESLKRTKENDAHLVEVNLNNIKNIPIPTLKDFAKALETNTHVKCFSLAATRSNDPVATAFAEMLKVNKTLKSLNVESNFITGVGILALIDALRDNETLAELKIDNQRQQLGTA.... Result: 0 (no interaction). (6) The miRNA is hsa-miR-7978 with sequence UCUGGUGUAUAGCGUUGCUCA. The protein sequence of the target gene is MADPRDKALQDYRKKLLEHKEIDGRLKELREQLKELTKQYEKSENDLKALQSVGQIVGEVLKQLTEEKFIVKATNGPRYVVGCRRQLDKSKLKPGTRVALDMTTLTIMRYLPREVDPLVYNMSHEDPGNVSYSEIGGLSEQIRELREVIELPLTNPELFQRVGIIPPKGCLLYGPPGTGKTLLARAVASQLDCNFLKVVSSSIVDKYIGESARLIREMFNYARDHQPCIIFMDEIDAIGGRRFSEGTSADREIQRTLMELLNQMDGFDTLHRVKMIMATNRPDTLDPALLRPGRLDRKIH.... Result: 0 (no interaction).